This data is from NCI-60 drug combinations with 297,098 pairs across 59 cell lines. The task is: Regression. Given two drug SMILES strings and cell line genomic features, predict the synergy score measuring deviation from expected non-interaction effect. (1) Drug 1: C1=CC(=CC=C1CCC2=CNC3=C2C(=O)NC(=N3)N)C(=O)NC(CCC(=O)O)C(=O)O. Drug 2: CC1=C(C=C(C=C1)C(=O)NC2=CC(=CC(=C2)C(F)(F)F)N3C=C(N=C3)C)NC4=NC=CC(=N4)C5=CN=CC=C5. Cell line: A549. Synergy scores: CSS=29.0, Synergy_ZIP=-12.0, Synergy_Bliss=-5.94, Synergy_Loewe=-18.7, Synergy_HSA=-6.89. (2) Drug 1: C1CC(CCC1OC2=C(C(=CC=C2)Cl)F)(CC3=NC(=CC=C3)NC4=NC=CS4)C(=O)O. Drug 2: C1CC(CNC1)C2=CC=C(C=C2)N3C=C4C=CC=C(C4=N3)C(=O)N. Cell line: OVCAR3. Synergy scores: CSS=22.2, Synergy_ZIP=3.79, Synergy_Bliss=5.23, Synergy_Loewe=4.94, Synergy_HSA=7.10. (3) Drug 1: COC1=C2C(=CC3=C1OC=C3)C=CC(=O)O2. Drug 2: C1CN(P(=O)(OC1)NCCCl)CCCl. Cell line: HCC-2998. Synergy scores: CSS=0.593, Synergy_ZIP=-5.53, Synergy_Bliss=-7.63, Synergy_Loewe=-7.06, Synergy_HSA=-7.53.